From a dataset of Reaction yield outcomes from USPTO patents with 853,638 reactions. Predict the reaction yield, written as a fraction of the theoretical maximum amount of product (1.0 means a 100% yield; for example, 0.34 means a 34% yield). The reactants are N[C:2]1[CH:11]=[CH:10][C:5]([C:6]([O:8][CH3:9])=[O:7])=[C:4]([O:12][CH3:13])[CH:3]=1.S(=O)(=O)(O)[OH:15].N([O-])=O.[Na+]. The catalyst is C(Cl)Cl. The product is [OH:15][C:2]1[CH:11]=[CH:10][C:5]([C:6]([O:8][CH3:9])=[O:7])=[C:4]([O:12][CH3:13])[CH:3]=1. The yield is 0.730.